From a dataset of Human liver microsome stability data. Regression/Classification. Given a drug SMILES string, predict its absorption, distribution, metabolism, or excretion properties. Task type varies by dataset: regression for continuous measurements (e.g., permeability, clearance, half-life) or binary classification for categorical outcomes (e.g., BBB penetration, CYP inhibition). Dataset: hlm. (1) The molecule is O=C(/C=C/c1ccc2c(c1)CN(CCc1cnn3ccccc13)C2)NO. The result is 0 (unstable in human liver microsomes). (2) The result is 1 (stable in human liver microsomes). The compound is C/N=c1/c(S(=O)(=O)c2ccccc2)c(SC)nc2ccccn12. (3) The drug is Fc1ccc(C(c2nnnn2Cc2ccccc2)N2C[C@@H]3C[C@H]2CN3C2CCC2)cc1. The result is 1 (stable in human liver microsomes). (4) The drug is C[C@H](O)[C@@H](CCC1CCCCC1)n1cnc2c(N)ncnc21. The result is 0 (unstable in human liver microsomes).